Dataset: Serine/threonine kinase 33 screen with 319,792 compounds. Task: Binary Classification. Given a drug SMILES string, predict its activity (active/inactive) in a high-throughput screening assay against a specified biological target. The drug is Fc1cc(c2onc3c2cc(cc3)C(=O)/C=C\N(C)C)ccc1. The result is 1 (active).